Task: Predict the reactants needed to synthesize the given product.. Dataset: Full USPTO retrosynthesis dataset with 1.9M reactions from patents (1976-2016) (1) Given the product [Cl:1][C:2]1[C:3]([C:8]([Cl:13])=[O:10])=[N:4][CH:5]=[CH:6][CH:7]=1, predict the reactants needed to synthesize it. The reactants are: [Cl:1][C:2]1[C:3]([C:8]([OH:10])=O)=[N:4][CH:5]=[CH:6][CH:7]=1.S(Cl)([Cl:13])=O. (2) Given the product [Cl:1][C:2]1[N:27]=[C:26]([Cl:28])[CH:25]=[C:24]([CH3:29])[C:3]=1[C:4]([NH:6][CH2:7][CH2:8][C@H:9]([N:11]1[CH2:16][CH2:15][CH:14]([N:17]([C:40](=[O:41])[CH2:39][NH:37][CH3:35])[CH2:18][C:19]2[CH:23]=[CH:22][S:21][CH:20]=2)[CH2:13][CH2:12]1)[CH3:10])=[O:5], predict the reactants needed to synthesize it. The reactants are: [Cl:1][C:2]1[N:27]=[C:26]([Cl:28])[CH:25]=[C:24]([CH3:29])[C:3]=1[C:4]([NH:6][CH2:7][CH2:8][C@H:9]([N:11]1[CH2:16][CH2:15][CH:14]([NH:17][CH2:18][C:19]2[CH:23]=[CH:22][S:21][CH:20]=2)[CH2:13][CH2:12]1)[CH3:10])=[O:5].C(O[C:35]([N:37]([CH2:39][C:40](O)=[O:41])C)=O)(C)(C)C.C1C=CC2N(O)N=NC=2C=1.CCN(C(C)C)C(C)C.CCN=C=NCCCN(C)C. (3) Given the product [NH2:1][C:2]([NH:4][C:5]1[NH:6][C:7]2[C:12]([C:13]=1[C:14]([NH2:16])=[O:15])=[CH:11][CH:10]=[C:9]([O:17][C:21]1[CH:26]=[CH:25][C:24]([N+:27]([O-:29])=[O:28])=[CH:23][CH:22]=1)[CH:8]=2)=[O:3], predict the reactants needed to synthesize it. The reactants are: [NH2:1][C:2]([NH:4][C:5]1[NH:6][C:7]2[C:12]([C:13]=1[C:14]([NH2:16])=[O:15])=[CH:11][CH:10]=[C:9]([OH:17])[CH:8]=2)=[O:3].[H-].[Na+].F[C:21]1[CH:26]=[CH:25][C:24]([N+:27]([O-:29])=[O:28])=[CH:23][CH:22]=1. (4) Given the product [O:1]1[C:5]2[C:6]3[CH:7]([CH2:13][CH2:14][NH:15][C:16](=[O:18])[CH3:17])[CH2:8][CH2:9][C:10]=3[CH:11]=[CH:12][C:4]=2[N:3]=[CH:2]1, predict the reactants needed to synthesize it. The reactants are: [O:1]1[C:5]2[C:6]3[C:7](=[CH:13][CH2:14][NH:15][C:16](=[O:18])[CH3:17])[CH2:8][CH2:9][C:10]=3[CH:11]=[CH:12][C:4]=2[N:3]=[CH:2]1. (5) Given the product [Br:1][C:2]1[N:7]2[CH:8]=[C:9]([CH2:11][CH2:12][C:13]3[CH:22]=[CH:21][C:20]4[C:15](=[CH:16][CH:17]=[CH:18][CH:19]=4)[N:14]=3)[N:10]=[C:6]2[C:5]([N:23]2[CH2:28][CH2:27][O:26][CH2:25][CH2:24]2)=[N:4][CH:3]=1, predict the reactants needed to synthesize it. The reactants are: [Br:1][C:2]1[N:7]2[CH:8]=[C:9](/[CH:11]=[CH:12]/[C:13]3[CH:22]=[CH:21][C:20]4[C:15](=[CH:16][CH:17]=[CH:18][CH:19]=4)[N:14]=3)[N:10]=[C:6]2[C:5]([N:23]2[CH2:28][CH2:27][O:26][CH2:25][CH2:24]2)=[N:4][CH:3]=1.S(NN)(C1C=CC(C)=CC=1)(=O)=O.CC([O-])=O.[Na+]. (6) Given the product [N:1]1([C:12]2[CH:17]=[CH:16][C:15]([N+:18]([O-:20])=[O:19])=[CH:14][N:13]=2)[CH2:4][CH2:3][CH2:2]1, predict the reactants needed to synthesize it. The reactants are: [NH:1]1[CH2:4][CH2:3][CH2:2]1.C(=O)([O-])[O-].[K+].[K+].Cl[C:12]1[CH:17]=[CH:16][C:15]([N+:18]([O-:20])=[O:19])=[CH:14][N:13]=1.O. (7) Given the product [CH3:22][N:17]([C:12]1[C:11]([NH:10][C:6]2[C:5]3[N:4]([N:3]=[C:2]([NH:34][C:33]4[CH:35]=[CH:36][CH:37]=[C:31]([N:28]5[CH2:27][CH2:26][N:25]([CH3:24])[CH2:30][CH2:29]5)[CH:32]=4)[N:23]=3)[CH:9]=[CH:8][CH:7]=2)=[CH:16][CH:15]=[CH:14][N:13]=1)[S:18]([CH3:21])(=[O:20])=[O:19], predict the reactants needed to synthesize it. The reactants are: Cl[C:2]1[N:23]=[C:5]2[C:6]([NH:10][C:11]3[C:12]([N:17]([CH3:22])[S:18]([CH3:21])(=[O:20])=[O:19])=[N:13][CH:14]=[CH:15][CH:16]=3)=[CH:7][CH:8]=[CH:9][N:4]2[N:3]=1.[CH3:24][N:25]1[CH2:30][CH2:29][N:28]([C:31]2[CH:32]=[C:33]([CH:35]=[CH:36][CH:37]=2)[NH2:34])[CH2:27][CH2:26]1.C1(P(C2CCCCC2)C2C=CC=CC=2C2C=CC=CC=2P(C2CCCCC2)C2CCCCC2)CCCCC1. (8) Given the product [CH2:23]([O:25][C:26](=[O:48])[C@@H:27]([O:45][CH2:46][CH3:47])[CH2:28][C:29]1[CH:34]=[CH:33][C:32]([O:35][CH2:36][CH2:37][C:38]2[CH:39]=[CH:40][C:41]([NH:44][CH:1]=[O:2])=[CH:42][CH:43]=2)=[CH:31][CH:30]=1)[CH3:24], predict the reactants needed to synthesize it. The reactants are: [CH:1](O)=[O:2].N1C=CN=C1.C(N(CC)CC)C.C(Cl)(=O)C(Cl)=O.Cl.[CH2:23]([O:25][C:26](=[O:48])[C@@H:27]([O:45][CH2:46][CH3:47])[CH2:28][C:29]1[CH:34]=[CH:33][C:32]([O:35][CH2:36][CH2:37][C:38]2[CH:43]=[CH:42][C:41]([NH2:44])=[CH:40][CH:39]=2)=[CH:31][CH:30]=1)[CH3:24]. (9) Given the product [F:1][C:2]1[CH:11]=[C:10]2[C:5]([C:6]([N:29]3[CH2:34][CH2:33][O:32][CH2:31][CH2:30]3)=[N:7][C:8]([N:12]3[CH:16]=[C:15]([C:17]([OH:19])=[O:18])[CH:14]=[N:13]3)=[N:9]2)=[CH:4][C:3]=1[N:23]1[CH2:28][CH2:27][CH2:26][CH2:25][CH2:24]1, predict the reactants needed to synthesize it. The reactants are: [F:1][C:2]1[CH:11]=[C:10]2[C:5]([C:6](=O)[NH:7][C:8]([N:12]3[CH:16]=[C:15]([C:17]([O:19]CC)=[O:18])[CH:14]=[N:13]3)=[N:9]2)=[CH:4][C:3]=1[N:23]1[CH2:28][CH2:27][CH2:26][CH2:25][CH2:24]1.[NH:29]1[CH2:34][CH2:33][O:32][CH2:31][CH2:30]1. (10) Given the product [NH2:1][C:2]1[N:7]=[CH:6][N:5]=[C:4]([OH:9])[C:3]=1[CH2:10][CH:11]([O:15][CH2:16][CH3:17])[O:12][CH2:13][CH3:14], predict the reactants needed to synthesize it. The reactants are: [NH2:1][C:2]1[N:7]=[C:6](S)[N:5]=[C:4]([OH:9])[C:3]=1[CH2:10][CH:11]([O:15][CH2:16][CH3:17])[O:12][CH2:13][CH3:14].